Dataset: Full USPTO retrosynthesis dataset with 1.9M reactions from patents (1976-2016). Task: Predict the reactants needed to synthesize the given product. (1) Given the product [C:1]([O:5][C:6]([NH:8][C@@H:9]([CH2:14][C:15]1[CH:20]=[CH:19][C:18]([S:21]([C:24]2[CH:25]=[CH:26][CH:27]=[CH:28][CH:29]=2)(=[O:22])=[O:23])=[CH:17][CH:16]=1)[C:10]([OH:12])=[O:11])=[O:7])([CH3:4])([CH3:2])[CH3:3], predict the reactants needed to synthesize it. The reactants are: [C:1]([O:5][C:6]([NH:8][C@@H:9]([CH2:14][C:15]1[CH:20]=[CH:19][C:18]([S:21]([C:24]2[CH:29]=[CH:28][CH:27]=[CH:26][CH:25]=2)(=[O:23])=[O:22])=[CH:17][CH:16]=1)[C:10]([O:12]C)=[O:11])=[O:7])([CH3:4])([CH3:3])[CH3:2].O.[OH-].[Li+]. (2) Given the product [CH:8]1([NH:7][C:5](=[O:6])[C:4]2[CH:14]=[C:15]([NH:17][C:24]([CH:18]3[CH2:23][CH2:22][CH2:21][CH2:20][CH2:19]3)=[O:25])[CH:16]=[C:2]([NH:1][C:32]([CH:31]3[CH2:39][CH2:38][CH2:37][CH2:29][CH2:30]3)=[O:33])[CH:3]=2)[CH2:13][CH2:12][CH2:11][CH2:10][CH2:9]1, predict the reactants needed to synthesize it. The reactants are: [NH2:1][C:2]1[CH:3]=[C:4]([CH:14]=[C:15]([NH2:17])[CH:16]=1)[C:5]([NH:7][CH:8]1[CH2:13][CH2:12][CH2:11][CH2:10][CH2:9]1)=[O:6].[CH:18]1([C:24](Cl)=[O:25])[CH2:23][CH2:22][CH2:21][CH2:20][CH2:19]1.CN1[C:32](=[O:33])[CH2:31][CH2:30][CH2:29]1.[Li+].[Cl-].N1C=C[CH:39]=[CH:38][CH:37]=1. (3) Given the product [Cl:38][C:39]1[N:43]2[CH:44]=[C:45]([C:52]3[CH:56]=[CH:55][O:54][CH:53]=3)[CH:46]=[C:47]([C:48]([F:50])([F:49])[F:51])[C:42]2=[N:41][C:40]=1[C:57]([N:16]1[CH2:17][CH2:18][C@@H:19]([N:20]2[C:24](=[O:25])[CH2:23][O:22][C:21]2=[O:26])[C@H:14]([O:13][Si:12]([C:9]([CH3:8])([CH3:10])[CH3:11])([CH3:28])[CH3:27])[CH2:15]1)=[O:58], predict the reactants needed to synthesize it. The reactants are: OC(C(F)(F)F)=O.[CH3:8][C:9]([Si:12]([CH3:28])([CH3:27])[O:13][C@H:14]1[C@H:19]([N:20]2[C:24](=[O:25])[CH2:23][O:22][C:21]2=[O:26])[CH2:18][CH2:17][NH:16][CH2:15]1)([CH3:11])[CH3:10].CCN(C(C)C)C(C)C.[Cl:38][C:39]1[N:43]2[CH:44]=[C:45]([C:52]3[CH:56]=[CH:55][O:54][CH:53]=3)[CH:46]=[C:47]([C:48]([F:51])([F:50])[F:49])[C:42]2=[N:41][C:40]=1[C:57](O)=[O:58].CN(C(ON1N=NC2C=CC=NC1=2)=[N+](C)C)C.F[P-](F)(F)(F)(F)F. (4) The reactants are: [C:1]([O:5][C:6]([N:8]1[CH2:13][CH2:12][CH:11]([O:14][CH2:15][CH2:16][CH2:17][O:18][Si](C(C)(C)C)(C)C)[CH2:10][CH2:9]1)=[O:7])([CH3:4])([CH3:3])[CH3:2].[F-].C([N+](CCCC)(CCCC)CCCC)CCC. Given the product [C:1]([O:5][C:6]([N:8]1[CH2:9][CH2:10][CH:11]([O:14][CH2:15][CH2:16][CH2:17][OH:18])[CH2:12][CH2:13]1)=[O:7])([CH3:4])([CH3:3])[CH3:2], predict the reactants needed to synthesize it. (5) Given the product [NH2:1][C:2]1[S:3][CH:6]=[C:7]([C:8](=[O:10])[CH3:9])[N:4]=1, predict the reactants needed to synthesize it. The reactants are: [NH2:1][C:2]([NH2:4])=[S:3].Cl[CH2:6][C:7](=O)[C:8](=[O:10])[CH3:9]. (6) Given the product [O:1]1[C:6]2=[CH:7][CH:8]=[CH:9][C:5]2=[CH:4][CH:3]=[C:2]1[N:10]([C:36]1[CH:41]=[CH:40][CH:39]=[CH:38][CH:37]=1)[C:11]([CH:13]([C:24]1[CH:25]=[CH:26][C:27]([CH:30]2[CH2:35][CH2:34][CH2:33][CH2:32][CH2:31]2)=[CH:28][CH:29]=1)[CH2:14][C:15]1[CH:23]=[CH:22][C:18]([C:19]([OH:21])=[O:20])=[CH:17][CH:16]=1)=[O:12], predict the reactants needed to synthesize it. The reactants are: [O:1]1[C:6]2=[CH:7][CH:8]=[CH:9][C:5]2=[CH:4][CH:3]=[C:2]1[N:10]([C:36]1[CH:41]=[CH:40][CH:39]=[CH:38][CH:37]=1)[C:11]([CH:13]([C:24]1[CH:29]=[CH:28][C:27]([C:30]2[CH2:35][CH2:34][CH2:33][CH2:32][CH:31]=2)=[CH:26][CH:25]=1)[CH2:14][C:15]1[CH:23]=[CH:22][C:18]([C:19]([OH:21])=[O:20])=[CH:17][CH:16]=1)=[O:12].